The task is: Predict the reactants needed to synthesize the given product.. This data is from Full USPTO retrosynthesis dataset with 1.9M reactions from patents (1976-2016). (1) Given the product [Cl:26][C:27]1[N:35]=[CH:34][N:33]=[C:32]2[C:28]=1[N:29]=[CH:30][N:31]2[CH:17]([CH2:18][CH2:19][CH2:20][CH2:21][CH2:22][CH2:23][CH3:24])[CH2:16][CH3:15], predict the reactants needed to synthesize it. The reactants are: N(C(OC(C)C)=O)=NC(OC(C)C)=O.[CH3:15][CH2:16][CH:17](O)[CH2:18][CH2:19][CH2:20][CH2:21][CH2:22][CH2:23][CH3:24].[Cl:26][C:27]1[N:35]=[CH:34][N:33]=[C:32]2[C:28]=1[N:29]=[CH:30][NH:31]2.C1(P(C2C=CC=CC=2)C2C=CC=CC=2)C=CC=CC=1. (2) Given the product [CH3:18][C:19]1([CH3:26])[CH2:24][CH2:23][CH2:22][C:21](=[C:6]([CH3:7])[C:4]([O:3][CH2:2][CH3:1])=[O:5])[CH2:20]1, predict the reactants needed to synthesize it. The reactants are: [CH3:1][CH2:2][O:3][C:4]([CH:6](P(OCC)(OCC)=O)[CH3:7])=[O:5].[H-].[Na+].[CH3:18][C:19]1([CH3:26])[CH2:24][CH2:23][CH2:22][C:21](=O)[CH2:20]1.CC(O)=O. (3) Given the product [NH2:31][C:30]1[N:22]=[CH:23][N:24]=[C:25]2[C:29]=1[N:28]=[CH:27][N:26]2[CH2:12][C:6]1[N:5]([C:14]2[CH:19]=[CH:18][CH:17]=[CH:16][C:15]=2[CH3:20])[C:4](=[O:21])[C:3]2[C:8](=[CH:9][CH:10]=[CH:11][C:2]=2[Cl:1])[N:7]=1, predict the reactants needed to synthesize it. The reactants are: [Cl:1][C:2]1[CH:11]=[CH:10][CH:9]=[C:8]2[C:3]=1[C:4](=[O:21])[N:5]([C:14]1[CH:19]=[CH:18][CH:17]=[CH:16][C:15]=1[CH3:20])[C:6]([CH2:12]Cl)=[N:7]2.[N:22]1[C:30]([NH2:31])=[C:29]2[C:25]([N:26]=[CH:27][NH:28]2)=[N:24][CH:23]=1.C([O-])([O-])=O.[K+].[K+]. (4) The reactants are: [NH:1]1[C:9]2[C:4](=[C:5]([O:10][CH2:11][CH:12]3[O:14][CH2:13]3)[CH:6]=[CH:7][CH:8]=2)[CH:3]=[CH:2]1.[H-].[Na+].[S:17](Cl)([C:20]1[CH:26]=[CH:25][C:23]([CH3:24])=[CH:22][CH:21]=1)(=[O:19])=[O:18]. Given the product [S:17]([N:1]1[C:9]2[C:4](=[C:5]([O:10][CH2:11][CH:12]3[O:14][CH2:13]3)[CH:6]=[CH:7][CH:8]=2)[CH:3]=[CH:2]1)([C:20]1[CH:26]=[CH:25][C:23]([CH3:24])=[CH:22][CH:21]=1)(=[O:19])=[O:18], predict the reactants needed to synthesize it. (5) The reactants are: C[O:2][C:3]([CH:5]1[CH2:13][C:12]2[C:7](=[CH:8][C:9]([O:14][CH3:15])=[CH:10][CH:11]=2)[N:6]1[C:16]1([CH2:27][C:28]2[CH:33]=[CH:32][CH:31]=[C:30]([Cl:34])[CH:29]=2)[C:24]2[C:19](=[CH:20][C:21]([Cl:25])=[CH:22][CH:23]=2)[NH:18][C:17]1=[O:26])=[O:4].[OH-].[Na+]. Given the product [Cl:25][C:21]1[CH:20]=[C:19]2[C:24]([C:16]([CH2:27][C:28]3[CH:33]=[CH:32][CH:31]=[C:30]([Cl:34])[CH:29]=3)([N:6]3[C:7]4[C:12](=[CH:11][CH:10]=[C:9]([O:14][CH3:15])[CH:8]=4)[CH2:13][CH:5]3[C:3]([OH:4])=[O:2])[C:17](=[O:26])[NH:18]2)=[CH:23][CH:22]=1, predict the reactants needed to synthesize it. (6) Given the product [CH3:1][C:2]1[CH:7]=[CH:6][C:5]2[O:8]/[C:9](=[CH:18]\[C:17]3[CH:20]=[CH:21][C:22]([O:26][CH3:27])=[C:23]([O:24][CH3:25])[C:16]=3[O:15][CH3:14])/[C:10](=[O:11])/[C:12](=[CH:18]/[C:17]3[CH:20]=[CH:21][C:22]([O:26][CH3:27])=[C:23]([O:24][CH3:25])[C:16]=3[O:15][CH3:14])/[O:13][C:4]=2[CH:3]=1, predict the reactants needed to synthesize it. The reactants are: [CH3:1][C:2]1[CH:7]=[CH:6][C:5]2[O:8][CH2:9][C:10]([CH2:12][O:13][C:4]=2[CH:3]=1)=[O:11].[CH3:14][O:15][C:16]1[C:23]([O:24][CH3:25])=[C:22]([O:26][CH3:27])[CH:21]=[CH:20][C:17]=1[CH:18]=O. (7) Given the product [CH:1]1([C:6]([OH:32])([CH2:22][C:23]2[O:24][C:25]([CH3:31])([CH3:30])[O:26][C:27](=[O:29])[CH:28]=2)[C:7]#[C:8][C:9]2[CH:14]=[CH:13][C:12]([CH:15]([CH3:16])[C:19]#[N:20])=[C:11]([F:21])[CH:10]=2)[CH2:5][CH2:4][CH2:3][CH2:2]1, predict the reactants needed to synthesize it. The reactants are: [CH:1]1([C:6]([OH:32])([CH2:22][C:23]2[O:24][C:25]([CH3:31])([CH3:30])[O:26][C:27](=[O:29])[CH:28]=2)[C:7]#[C:8][C:9]2[CH:14]=[CH:13][C:12]([C:15]3([C:19]#[N:20])CC[CH2:16]3)=[C:11]([F:21])[CH:10]=2)[CH2:5][CH2:4][CH2:3][CH2:2]1.BrC1C=CC(C(C)C#N)=C(F)C=1.BrC1C=CC(C2(C#N)CCC2)=C(F)C=1.